Dataset: Forward reaction prediction with 1.9M reactions from USPTO patents (1976-2016). Task: Predict the product of the given reaction. (1) The product is: [CH3:1][N:2]1[CH2:3][CH2:4][N:5]([C:8]2[CH:14]=[CH:13][CH:12]=[C:10]([NH2:11])[C:9]=2[NH2:15])[CH2:6][CH2:7]1. Given the reactants [CH3:1][N:2]1[CH2:7][CH2:6][N:5]([C:8]2[C:9]([N+:15]([O-])=O)=[C:10]([CH:12]=[CH:13][CH:14]=2)[NH2:11])[CH2:4][CH2:3]1, predict the reaction product. (2) The product is: [CH3:1][O:2][C:3]([C:5]1[N:35]([CH2:34][C:31]2[CH:32]=[CH:33][C:28]([CH2:27][CH2:26][C:25]([O:24][CH3:23])=[O:36])=[CH:29][CH:30]=2)[C:7](=[O:6])[C:9]2[C:14]([C:15]=1[C:16]1[CH:21]=[CH:20][CH:19]=[CH:18][CH:17]=1)=[CH:13][C:12]([Br:22])=[CH:11][CH:10]=2)=[O:4]. Given the reactants [CH3:1][O:2][C:3]([C:5]1[O:6][C:7]([C:9]2[C:14]([C:15]=1[C:16]1[CH:21]=[CH:20][CH:19]=[CH:18][CH:17]=1)=[CH:13][C:12]([Br:22])=[CH:11][CH:10]=2)=O)=[O:4].[CH3:23][O:24][C:25](=[O:36])[CH2:26][CH2:27][C:28]1[CH:33]=[CH:32][C:31]([CH2:34][NH2:35])=[CH:30][CH:29]=1, predict the reaction product. (3) Given the reactants Cl[C:2](Cl)([O:4]C(=O)OC(Cl)(Cl)Cl)Cl.[CH:13]([OH:22])([C:18]([F:21])([F:20])[F:19])[C:14]([F:17])([F:16])[F:15].N1C(C)=CC=CC=1C.[F:31][C:32]1[CH:33]=[C:34]([N:45]2[CH2:50][CH2:49][O:48][CH2:47][CH2:46]2)[CH:35]=[CH:36][C:37]=1[CH2:38][N:39]1[CH2:44][CH2:43][NH:42][CH2:41][CH2:40]1.ClC([O-])=O.C(=O)(O)[O-].[Na+], predict the reaction product. The product is: [F:31][C:32]1[CH:33]=[C:34]([N:45]2[CH2:46][CH2:47][O:48][CH2:49][CH2:50]2)[CH:35]=[CH:36][C:37]=1[CH2:38][N:39]1[CH2:40][CH2:41][N:42]([C:2]([O:22][CH:13]([C:18]([F:21])([F:20])[F:19])[C:14]([F:17])([F:16])[F:15])=[O:4])[CH2:43][CH2:44]1. (4) Given the reactants [Br:1][C:2]1[CH:7]=[CH:6][CH:5]=[C:4]([N+:8]([O-])=O)[C:3]=1[O:11][CH3:12], predict the reaction product. The product is: [Br:1][C:2]1[C:3]([O:11][CH3:12])=[C:4]([NH2:8])[CH:5]=[CH:6][CH:7]=1.